From a dataset of Peptide-MHC class I binding affinity with 185,985 pairs from IEDB/IMGT. Regression. Given a peptide amino acid sequence and an MHC pseudo amino acid sequence, predict their binding affinity value. This is MHC class I binding data. The MHC is Mamu-A01 with pseudo-sequence Mamu-A01. The binding affinity (normalized) is 0. The peptide sequence is ETFGFEIQSY.